This data is from Reaction yield outcomes from USPTO patents with 853,638 reactions. The task is: Predict the reaction yield, written as a fraction of the theoretical maximum amount of product (1.0 means a 100% yield; for example, 0.34 means a 34% yield). The reactants are [NH2:1][C@:2]1(C)[CH2:6][C@H:5](O)[CH:4]=[CH:3]1.[OH-].[Na+].[C:11]([O-:14])(O)=O.[Na+].[CH3:28][C:27]([O:26][C:24](O[C:24]([O:26][C:27]([CH3:30])([CH3:29])[CH3:28])=[O:25])=[O:25])([CH3:30])[CH3:29]. The catalyst is C(OC(C)C)(C)C. The product is [C:24]([NH:1][C@@H:2]1[CH2:6][C@H:5]([CH2:11][OH:14])[CH:4]=[CH:3]1)([O:26][C:27]([CH3:28])([CH3:29])[CH3:30])=[O:25]. The yield is 0.710.